From a dataset of Forward reaction prediction with 1.9M reactions from USPTO patents (1976-2016). Predict the product of the given reaction. The product is: [C:1]([O:5][C:6](=[O:30])[N:7]=[C:8]([NH:9][C:10]([N:12]1[CH2:13][CH2:14][N:15]([CH2:31][C:32]2[CH:37]=[CH:36][CH:35]=[CH:34][CH:33]=2)[CH2:16][CH2:17]1)=[O:11])[NH:18][CH2:19][C:20]1[C:29]2[C:24](=[CH:25][CH:26]=[CH:27][CH:28]=2)[CH:23]=[CH:22][CH:21]=1)([CH3:4])([CH3:2])[CH3:3]. Given the reactants [C:1]([O:5][C:6](=[O:30])[N:7]=[C:8]([NH:18][CH2:19][C:20]1[C:29]2[C:24](=[CH:25][CH:26]=[CH:27][CH:28]=2)[CH:23]=[CH:22][CH:21]=1)[NH:9][C:10]([N:12]1[CH2:17][CH2:16][NH:15][CH2:14][CH2:13]1)=[O:11])([CH3:4])([CH3:3])[CH3:2].[CH:31](=O)[C:32]1[CH:37]=[CH:36][CH:35]=[CH:34][CH:33]=1.C(O[BH-](OC(=O)C)OC(=O)C)(=O)C.[Na+], predict the reaction product.